Dataset: Reaction yield outcomes from USPTO patents with 853,638 reactions. Task: Predict the reaction yield, written as a fraction of the theoretical maximum amount of product (1.0 means a 100% yield; for example, 0.34 means a 34% yield). (1) The reactants are [N:1]1[N:2]=[C:3]([C:10]2[CH:19]=[CH:18][C:17]3[C:12](=[C:13]([OH:20])[CH:14]=[CH:15][CH:16]=3)[N:11]=2)[N:4]2[CH:9]=[CH:8][CH:7]=[CH:6][C:5]=12.C(N(CC)CC)C.C1(N([S:35]([C:38]([F:41])([F:40])[F:39])(=[O:37])=[O:36])[S:35]([C:38]([F:41])([F:40])[F:39])(=[O:37])=[O:36])C=CC=CC=1.O. The catalyst is C1COCC1.CN(C=O)C. The product is [F:39][C:38]([F:41])([F:40])[S:35]([O:20][C:13]1[CH:14]=[CH:15][CH:16]=[C:17]2[C:12]=1[N:11]=[C:10]([C:3]1[N:4]3[CH:9]=[CH:8][CH:7]=[CH:6][C:5]3=[N:1][N:2]=1)[CH:19]=[CH:18]2)(=[O:37])=[O:36]. The yield is 0.780. (2) The reactants are [Br:1][C:2]1[CH:3]=[CH:4][C:5]2[N:6]([CH2:16][C:17]([O:19]CC)=[O:18])[C:7]3[C:12]([C:13]=2[CH:14]=1)=[CH:11][C:10]([Br:15])=[CH:9][CH:8]=3.[Li+].[OH-]. The catalyst is C1COCC1.CO.O.Cl. The product is [Br:1][C:2]1[CH:3]=[CH:4][C:5]2[N:6]([CH2:16][C:17]([OH:19])=[O:18])[C:7]3[C:12]([C:13]=2[CH:14]=1)=[CH:11][C:10]([Br:15])=[CH:9][CH:8]=3. The yield is 0.990.